From a dataset of CYP3A4 inhibition data for predicting drug metabolism from PubChem BioAssay. Regression/Classification. Given a drug SMILES string, predict its absorption, distribution, metabolism, or excretion properties. Task type varies by dataset: regression for continuous measurements (e.g., permeability, clearance, half-life) or binary classification for categorical outcomes (e.g., BBB penetration, CYP inhibition). Dataset: cyp3a4_veith. (1) The drug is CC(C(=O)Nc1ccccc1Sc1ccccc1)N(c1ccccc1)S(C)(=O)=O. The result is 1 (inhibitor). (2) The drug is O=C(Nc1nnc(C2CC2)s1)c1ccc(S(=O)(=O)c2ccccc2)cc1. The result is 0 (non-inhibitor). (3) The result is 0 (non-inhibitor). The compound is Clc1ccccc1CSc1nnc(/C=C/c2ccccc2)o1. (4) The compound is COc1ccccc1N1CCN(CCCNc2c(C)c(=O)n(C)c(=O)n2C)CC1. The result is 1 (inhibitor). (5) The drug is Nc1nc(N)c(N=Nc2ccc([As](=O)(O)O)c(O)c2)c(N)n1. The result is 0 (non-inhibitor). (6) The molecule is CC(=O)[N-]S(=O)(=O)c1ccc(N)cc1.O.[Na+]. The result is 0 (non-inhibitor).